This data is from Catalyst prediction with 721,799 reactions and 888 catalyst types from USPTO. The task is: Predict which catalyst facilitates the given reaction. (1) Reactant: C(O)C.[CH2:4]([O:11][C:12]1[CH:13]=[CH:14][C:15]2[CH:19]=[C:18]([CH2:20][N:21]3C(=O)C4C(=CC=CC=4)C3=O)[S:17][C:16]=2[CH:32]=1)[C:5]1[CH:10]=[CH:9][CH:8]=[CH:7][CH:6]=1.O.NN. Product: [CH2:4]([O:11][C:12]1[CH:13]=[CH:14][C:15]2[CH:19]=[C:18]([CH2:20][NH2:21])[S:17][C:16]=2[CH:32]=1)[C:5]1[CH:6]=[CH:7][CH:8]=[CH:9][CH:10]=1. The catalyst class is: 6. (2) Reactant: [CH2:1]([C:8]([OH:10])=[O:9])[C:2]([CH2:4][C:5]([OH:7])=O)=[O:3].[C:11](OC(=O)C)(=[O:13])[CH3:12]. Product: [C:11]([O:7][C:5]1[CH2:4][C:2](=[O:3])[O:1][C:8](=[O:9])[CH:10]=1)(=[O:13])[CH3:12]. The catalyst class is: 11. (3) Reactant: [Cl:1][C:2]1[CH:3]=[CH:4][C:5]2[N:6]([C:8](I)=[CH:9][N:10]=2)[N:7]=1.C([O-])([O-])=O.[Na+].[Na+].[C:18]([C:20]1[CH:25]=[CH:24][C:23](B(O)O)=[CH:22][CH:21]=1)#[N:19]. Product: [Cl:1][C:2]1[CH:3]=[CH:4][C:5]2[N:6]([C:8]([C:23]3[CH:24]=[CH:25][C:20]([C:18]#[N:19])=[CH:21][CH:22]=3)=[CH:9][N:10]=2)[N:7]=1. The catalyst class is: 339. (4) Reactant: [CH2:1]=[CH:2][C:3]1[CH:8]=[CH:7][CH:6]=[CH:5][CH:4]=1.[C:9]([OH:14])(=[O:13])[C:10]([CH3:12])=[CH2:11].N(C(C)(C)C(OC)=O)=NC(C)(C)C(OC)=O. Product: [CH2:1]=[CH:2][C:3]1[CH:8]=[CH:7][CH:6]=[CH:5][CH:4]=1.[C:9]([OH:14])(=[O:13])[C:10]([CH3:12])=[CH2:11]. The catalyst class is: 16. (5) Reactant: [NH2:1][C:2]([CH3:7])([CH2:5][OH:6])[CH2:3][OH:4].[Cl:8][C:9]1[S:13][C:12]([S:14](Cl)(=[O:16])=[O:15])=[CH:11][C:10]=1[N+:18]([O-:20])=[O:19].C(N(CC)CC)C.O. Product: [OH:4][CH2:3][C:2]([NH:1][S:14]([C:12]1[S:13][C:9]([Cl:8])=[C:10]([N+:18]([O-:20])=[O:19])[CH:11]=1)(=[O:16])=[O:15])([CH2:5][OH:6])[CH3:7]. The catalyst class is: 1. (6) Reactant: [CH2:1]([O:3][C:4](=[O:22])[CH:5]([C:15]1[CH:20]=[CH:19][CH:18]=[C:17](N)[CH:16]=1)[CH2:6][P:7]([O:12][CH2:13][CH3:14])([O:9][CH2:10][CH3:11])=[O:8])[CH3:2].OS(C(F)(F)F)(=O)=O.[C:31]([O:35][C:36]([NH:38][C:39]([NH:41][C:42]([O:44][C:45]([CH3:48])([CH3:47])[CH3:46])=[O:43])=[NH:40])=[O:37])([CH3:34])([CH3:33])[CH3:32].C(N(CC)CC)C. Product: [CH2:1]([O:3][C:4](=[O:22])[CH:5]([C:15]1[CH:20]=[CH:19][CH:18]=[CH:17][C:16]=1[NH:40][C:39]([NH:41][C:42]([O:44][C:45]([CH3:48])([CH3:47])[CH3:46])=[O:43])=[N:38][C:36]([O:35][C:31]([CH3:34])([CH3:33])[CH3:32])=[O:37])[CH2:6][P:7]([O:12][CH2:13][CH3:14])([O:9][CH2:10][CH3:11])=[O:8])[CH3:2]. The catalyst class is: 22.